From a dataset of Full USPTO retrosynthesis dataset with 1.9M reactions from patents (1976-2016). Predict the reactants needed to synthesize the given product. (1) Given the product [N:20]1([C@H:12]2[CH2:13][CH2:14][N:10]([C:8]([C:5]3[CH:6]=[CH:7][C:2]([Br:1])=[CH:3][CH:4]=3)=[O:9])[CH2:11]2)[CH2:26][CH2:25][CH2:24][CH2:23][CH2:22][CH2:21]1, predict the reactants needed to synthesize it. The reactants are: [Br:1][C:2]1[CH:7]=[CH:6][C:5]([C:8]([N:10]2[CH2:14][CH2:13][C@@H:12](OS(C)(=O)=O)[CH2:11]2)=[O:9])=[CH:4][CH:3]=1.[NH:20]1[CH2:26][CH2:25][CH2:24][CH2:23][CH2:22][CH2:21]1. (2) Given the product [Br:8][C:6]1[CH:5]=[N:4][CH:3]=[C:2]([C:14]2[CH:13]=[CH:12][CH:11]=[C:10]([Cl:9])[CH:15]=2)[CH:7]=1, predict the reactants needed to synthesize it. The reactants are: Br[C:2]1[CH:3]=[N:4][CH:5]=[C:6]([Br:8])[CH:7]=1.[Cl:9][C:10]1[CH:11]=[C:12](B(O)O)[CH:13]=[CH:14][CH:15]=1.